Dataset: Full USPTO retrosynthesis dataset with 1.9M reactions from patents (1976-2016). Task: Predict the reactants needed to synthesize the given product. (1) The reactants are: [OH:1][C:2]1[CH:11]=[CH:10][C:9]([O:12][CH3:13])=[CH:8][C:3]=1[C:4]([NH:6][OH:7])=[NH:5].[CH3:14][C:15]1[C:16]([C:21](O)=O)=[N:17][CH:18]=[CH:19][CH:20]=1. Given the product [CH3:13][O:12][C:9]1[CH:10]=[CH:11][C:2]([OH:1])=[C:3]([C:4]2[N:5]=[C:21]([C:16]3[C:15]([CH3:14])=[CH:20][CH:19]=[CH:18][N:17]=3)[O:7][N:6]=2)[CH:8]=1, predict the reactants needed to synthesize it. (2) Given the product [C:1]1([C:3](=[CH:5][CH:6]=[CH:7][CH:8]=1)[O-:4])[O-:2].[V+5:30].[C:1]1([C:3](=[CH:5][CH:6]=[CH:7][CH:8]=1)[O-:4])[O-:2].[C:1]1([C:3](=[CH:5][CH:6]=[CH:7][CH:8]=1)[O-:4])[O-:2].[C:1]1([C:3](=[CH:5][CH:6]=[CH:7][CH:8]=1)[O-:4])[O-:2].[C:1]1([C:3](=[CH:5][CH:6]=[CH:7][CH:8]=1)[O-:4])[O-:2].[V+5:30], predict the reactants needed to synthesize it. The reactants are: [C:1]1([C:3](=[CH:5][CH:6]=[CH:7][CH:8]=1)[OH:4])[OH:2].C/C(/O)=C/C(C)=O.C/C(/O)=C/C(C)=O.C/C(/O)=C/C(C)=O.[V:30]. (3) Given the product [Cl:1][C:2]1[CH:3]=[C:4]([C:8]2[C:13]3[N:14]([CH2:27][C@H:28]4[CH2:33][CH2:32][C@H:31]([CH3:34])[CH2:30][CH2:29]4)[C:15]([C:17]([F:43])([C:20]4[C:25]([F:26])=[CH:24][CH:23]=[CH:22][N:21]=4)[CH3:18])=[N:16][C:12]=3[CH:11]=[C:10]([C:35]#[N:36])[N:9]=2)[CH:5]=[N:6][CH:7]=1, predict the reactants needed to synthesize it. The reactants are: [Cl:1][C:2]1[CH:3]=[C:4]([C:8]2[C:13]3[N:14]([CH2:27][C@H:28]4[CH2:33][CH2:32][C@H:31]([CH3:34])[CH2:30][CH2:29]4)[C:15]([C:17]([C:20]4[C:25]([F:26])=[CH:24][CH:23]=[CH:22][N:21]=4)(O)[CH3:18])=[N:16][C:12]=3[CH:11]=[C:10]([C:35]#[N:36])[N:9]=2)[CH:5]=[N:6][CH:7]=1.CCN(S(F)(F)[F:43])CC. (4) Given the product [OH:2][C:3]1[CH:4]=[C:5]2[C:10](=[CH:11][CH:12]=1)[N:9]=[N:8][CH:7]=[C:6]2[Cl:13], predict the reactants needed to synthesize it. The reactants are: C[O:2][C:3]1[CH:4]=[C:5]2[C:10](=[CH:11][CH:12]=1)[N:9]=[N:8][CH:7]=[C:6]2[Cl:13].[Cl-].[Cl-].[Cl-].[Al+3]. (5) Given the product [NH2:1][C:2]1[CH:7]=[CH:6][C:5]([Br:8])=[CH:4][C:3]=1[C:9]([C:12]1[CH:17]=[CH:16][CH:15]=[CH:14][CH:13]=1)([OH:11])[CH3:10], predict the reactants needed to synthesize it. The reactants are: [NH2:1][C:2]1[CH:7]=[CH:6][C:5]([Br:8])=[CH:4][C:3]=1[C:9](=[O:11])[CH3:10].[C:12]1([Mg]Br)[CH:17]=[CH:16][CH:15]=[CH:14][CH:13]=1. (6) Given the product [CH2:14]([C:11]1[CH:12]=[C:6]([C:5]([OH:4])=[O:8])[S:7][C:10]=1[CH3:18])[CH:15]([CH3:17])[CH3:16], predict the reactants needed to synthesize it. The reactants are: [Na].C([O:4][C:5](=[O:8])[CH2:6][SH:7])C.Cl[C:10]([CH3:18])=[C:11]([CH2:14][CH:15]([CH3:17])[CH3:16])[CH:12]=O. (7) Given the product [C:13]([CH2:27][CH2:28][CH2:29][CH2:30][CH2:31][CH2:32][CH2:33][CH2:34][CH2:35][CH2:36][CH2:37][OH:38])([C:16]([C:19]([C:22]([F:25])([F:24])[F:23])([F:21])[F:20])([F:18])[F:17])([F:15])[F:14], predict the reactants needed to synthesize it. The reactants are: CC(N=NC(C#N)(C)C)(C#N)C.[C:13](I)([C:16]([C:19]([C:22]([F:25])([F:24])[F:23])([F:21])[F:20])([F:18])[F:17])([F:15])[F:14].[CH2:27]=[CH:28][CH2:29][CH2:30][CH2:31][CH2:32][CH2:33][CH2:34][CH2:35][CH2:36][CH2:37][OH:38]. (8) The reactants are: [C:1]([C:6]1[CH:7]=[C:8]2[C:12](=[CH:13][CH:14]=1)[NH:11][C:10](=[O:15])[CH2:9]2)(=[O:5])[CH2:2][CH2:3][CH3:4].[CH3:16][CH2:17][O:18][C:19](OCC)(OCC)[C:20]1[CH:25]=[CH:24][CH:23]=[CH:22][CH:21]=1.[C:32](OC(=O)C)(=[O:34])[CH3:33]. Given the product [C:32]([N:11]1[C:12]2[C:8](=[CH:7][C:6]([C:1](=[O:5])[CH2:2][CH2:3][CH3:4])=[CH:14][CH:13]=2)[C:9](=[C:19]([O:18][CH2:17][CH3:16])[C:20]2[CH:25]=[CH:24][CH:23]=[CH:22][CH:21]=2)[C:10]1=[O:15])(=[O:34])[CH3:33], predict the reactants needed to synthesize it. (9) Given the product [NH:1]1[C:12]([C:9]2[CH:8]=[C:7]([CH:5]=[O:6])[S:11][CH:10]=2)=[N:13][N:3]=[N:2]1, predict the reactants needed to synthesize it. The reactants are: [N-:1]=[N+:2]=[N-:3].[Na+].[CH:5]([C:7]1[S:11][CH:10]=[C:9]([C:12]#[N:13])[CH:8]=1)=[O:6].O.Cl.